This data is from Forward reaction prediction with 1.9M reactions from USPTO patents (1976-2016). The task is: Predict the product of the given reaction. (1) Given the reactants [CH:1]1[C:6]([C:7]#[N:8])=[CH:5][CH:4]=[C:3]([OH:9])[CH:2]=1.[C:10](=[O:13])([O-])[O-:11].[K+].[K+].[C:16](O)(=O)[CH2:17][CH3:18].O.[CH3:22][C:23](C)=O, predict the reaction product. The product is: [C:7]([C:6]1[CH:5]=[CH:4][C:3]([O:9][C:17]([CH3:18])([CH3:16])[C:10]([O:11][CH2:22][CH3:23])=[O:13])=[CH:2][CH:1]=1)#[N:8]. (2) Given the reactants [CH2:1]([N:8]1[C:15](=[O:16])[CH2:14][C:12](=[O:13])[N:11]([C:17]2[CH:22]=[CH:21][CH:20]=[CH:19][CH:18]=2)[C:9]1=[O:10])[C:2]1[CH:7]=[CH:6][CH:5]=[CH:4][CH:3]=1.[CH:23](=O)[C:24]1[CH:29]=[CH:28][CH:27]=[CH:26][CH:25]=1.C(O)(=O)C.S(=O)(=O)(O)O, predict the reaction product. The product is: [CH2:1]([N:8]1[C:15](=[O:16])[C:14](=[CH:23][C:24]2[CH:29]=[CH:28][CH:27]=[CH:26][CH:25]=2)[C:12](=[O:13])[N:11]([C:17]2[CH:22]=[CH:21][CH:20]=[CH:19][CH:18]=2)[C:9]1=[O:10])[C:2]1[CH:3]=[CH:4][CH:5]=[CH:6][CH:7]=1. (3) Given the reactants [C:1]1([C:7]([NH:9][CH:10]2[CH2:15][CH:14]([C:16]3[CH:21]=[CH:20][C:19]([O:22][C:23]([F:26])([F:25])[F:24])=[CH:18][CH:17]=3)[CH2:13][N:12]([C:27](OC3C=CC([N+]([O-])=O)=CC=3)=[O:28])[CH2:11]2)=[O:8])[CH:6]=[CH:5][CH:4]=[CH:3][CH:2]=1.[NH:39]1[CH2:44][CH2:43][CH:42]([OH:45])[CH2:41][CH2:40]1.C(=O)([O-])[O-].[K+].[K+], predict the reaction product. The product is: [OH:45][CH:42]1[CH2:43][CH2:44][N:39]([C:27]([N:12]2[CH2:13][CH:14]([C:16]3[CH:17]=[CH:18][C:19]([O:22][C:23]([F:26])([F:25])[F:24])=[CH:20][CH:21]=3)[CH2:15][CH:10]([NH:9][C:7]([C:1]3[CH:6]=[CH:5][CH:4]=[CH:3][CH:2]=3)=[O:8])[CH2:11]2)=[O:28])[CH2:40][CH2:41]1. (4) Given the reactants [N:1]1[CH:6]=[CH:5][CH:4]=[CH:3][C:2]=1[CH2:7][CH2:8]O.P(Br)(Br)[Br:11].C(=O)(O)[O-], predict the reaction product. The product is: [Br:11][CH2:8][CH2:7][C:2]1[CH:3]=[CH:4][CH:5]=[CH:6][N:1]=1. (5) Given the reactants [Cl:1][C:2]1[CH:7]=[CH:6][CH:5]=[CH:4][C:3]=1[S:8]([C@H:11]1[CH2:15][NH:14][C@H:13]([C:16]([NH:18][C:19]2([C:22]#[N:23])[CH2:21][CH2:20]2)=[O:17])[CH2:12]1)(=[O:10])=[O:9].[CH3:24][S:25]([N:28]1[CH2:33][CH2:32][CH:31]([N:34]2[CH2:37][CH2:36][CH:35]2[C:38]([O-])=[O:39])[CH2:30][CH2:29]1)(=[O:27])=[O:26].[Li+], predict the reaction product. The product is: [Cl:1][C:2]1[CH:7]=[CH:6][CH:5]=[CH:4][C:3]=1[S:8]([C@H:11]1[CH2:15][N:14]([C:38]([CH:35]2[CH2:36][CH2:37][N:34]2[CH:31]2[CH2:32][CH2:33][N:28]([S:25]([CH3:24])(=[O:27])=[O:26])[CH2:29][CH2:30]2)=[O:39])[C@H:13]([C:16]([NH:18][C:19]2([C:22]#[N:23])[CH2:21][CH2:20]2)=[O:17])[CH2:12]1)(=[O:10])=[O:9]. (6) Given the reactants [NH2:1][C:2]1[N:6]([C:7]2[CH:12]=[CH:11]C=[CH:9][C:8]=2OC)[N:5]=[CH:4][C:3]=1[C:15]([NH2:17])=[O:16].NC1N(C2CC[S:27]CC2)N=CC=1C#N, predict the reaction product. The product is: [NH2:1][C:2]1[N:6]([CH:7]2[CH2:12][CH2:11][S:27][CH2:9][CH2:8]2)[N:5]=[CH:4][C:3]=1[C:15]([NH2:17])=[O:16].